Dataset: Reaction yield outcomes from USPTO patents with 853,638 reactions. Task: Predict the reaction yield, written as a fraction of the theoretical maximum amount of product (1.0 means a 100% yield; for example, 0.34 means a 34% yield). The reactants are [CH:1]1([O:6][C:7](=[O:52])[C@@H:8]([N:15](C(OC(C)(C)C)=O)[CH2:16][C:17]2[CH:22]=[CH:21][CH:20]=[C:19]([NH:23][CH2:24][C:25]3[CH:26]=[CH:27][C:28]4[CH:32]=[C:31]([C:33](=[O:43])[NH:34][O:35]C(OCC(C)C)C)[S:30][C:29]=4[CH:44]=3)[CH:18]=2)[C:9]2[CH:14]=[CH:13][CH:12]=[CH:11][CH:10]=2)[CH2:5][CH2:4][CH2:3][CH2:2]1.C(O)(C(F)(F)F)=O. The catalyst is C(Cl)Cl.CO.C(Cl)Cl. The product is [CH:1]1([O:6][C:7](=[O:52])[C@@H:8]([NH:15][CH2:16][C:17]2[CH:22]=[CH:21][CH:20]=[C:19]([NH:23][CH2:24][C:25]3[CH:26]=[CH:27][C:28]4[CH:32]=[C:31]([C:33](=[O:43])[NH:34][OH:35])[S:30][C:29]=4[CH:44]=3)[CH:18]=2)[C:9]2[CH:14]=[CH:13][CH:12]=[CH:11][CH:10]=2)[CH2:5][CH2:4][CH2:3][CH2:2]1. The yield is 0.110.